Dataset: Catalyst prediction with 721,799 reactions and 888 catalyst types from USPTO. Task: Predict which catalyst facilitates the given reaction. Reactant: C(O)(C)C.C([O:7][C:8](=O)[C:9]1[CH:14]=[CH:13][CH:12]=[N:11][C:10]=1[NH:15][CH2:16][C:17]1[CH:22]=[CH:21][C:20]([F:23])=[C:19]([F:24])[CH:18]=1)C.O.[NH2:27][NH2:28]. Product: [F:24][C:19]1[CH:18]=[C:17]([CH:22]=[CH:21][C:20]=1[F:23])[CH2:16][NH:15][C:10]1[N:11]=[CH:12][CH:13]=[CH:14][C:9]=1[C:8]([NH:27][NH2:28])=[O:7]. The catalyst class is: 13.